From a dataset of Full USPTO retrosynthesis dataset with 1.9M reactions from patents (1976-2016). Predict the reactants needed to synthesize the given product. (1) Given the product [NH2:13][C:6]1[CH:7]=[C:8]([O:10][CH3:11])[CH:9]=[C:2]([F:1])[C:3]=1[C:4]#[N:5], predict the reactants needed to synthesize it. The reactants are: [F:1][C:2]1[CH:9]=[C:8]([O:10][CH3:11])[CH:7]=[C:6](F)[C:3]=1[C:4]#[N:5].[NH3:13]. (2) Given the product [Cl:16][C:11]1[C:10]2[CH:9]=[C:4]([C:5]([O:7][CH3:8])=[O:6])[NH:1][C:15]=2[CH:14]=[CH:13][N:12]=1, predict the reactants needed to synthesize it. The reactants are: [N:1](/[C:4](=[CH:9]\[C:10]1[C:11]([Cl:16])=[N:12][CH:13]=[CH:14][CH:15]=1)/[C:5]([O:7][CH3:8])=[O:6])=[N+]=[N-]. (3) Given the product [CH2:30]([O:26][C:25](=[O:27])[CH2:24][C:17]1[C:16]2[CH:15]=[CH:14][C:13]3[N:28]=[C:10]([NH:9][C:3]4[C:2]([Cl:1])=[CH:7][CH:6]=[CH:5][C:4]=4[Cl:8])[N:11]([CH3:29])[C:12]=3[C:21]=2[C:20](=[O:22])[NH:19][C:18]=1[CH3:23])[CH3:31], predict the reactants needed to synthesize it. The reactants are: [Cl:1][C:2]1[CH:7]=[CH:6][CH:5]=[C:4]([Cl:8])[C:3]=1[NH:9][C:10]1[N:11]([CH3:29])[C:12]2[C:21]3[C:20](=[O:22])[NH:19][C:18]([CH3:23])=[C:17]([CH2:24][C:25]([OH:27])=[O:26])[C:16]=3[CH:15]=[CH:14][C:13]=2[N:28]=1.[CH2:30](O)[CH3:31]. (4) Given the product [Cl:31][C:27]1[N:28]=[CH:29][C:30]([O:23][CH2:21][CH3:22])=[CH:25][N:26]=1, predict the reactants needed to synthesize it. The reactants are: N1C2C(=CC=C3C=2N=CC=C3)C=CC=1.C(=O)([O-])[O-].[Cs+].[Cs+].[CH2:21]([OH:23])[CH3:22].Br[C:25]1[CH:30]=[CH:29][N:28]=[C:27]([Cl:31])[N:26]=1.